From a dataset of Forward reaction prediction with 1.9M reactions from USPTO patents (1976-2016). Predict the product of the given reaction. (1) Given the reactants [F:1][C:2]([F:25])([F:24])[C:3]([N:5]1[CH2:10][CH2:9][N:8]([CH2:11][CH2:12][O:13][Si:14]([CH:21]([CH3:23])[CH3:22])([CH:18]([CH3:20])[CH3:19])[CH:15]([CH3:17])[CH3:16])[CH2:7][CH2:6]1)=O.CO, predict the reaction product. The product is: [CH:21]([Si:14]([CH:15]([CH3:17])[CH3:16])([CH:18]([CH3:20])[CH3:19])[O:13][CH2:12][CH2:11][N:8]1[CH2:7][CH2:6][N:5]([CH2:3][C:2]([F:24])([F:25])[F:1])[CH2:10][CH2:9]1)([CH3:22])[CH3:23]. (2) Given the reactants [F:1][C:2]([F:37])([F:36])[C:3]1[CH:35]=[CH:34][C:6]([O:7][CH2:8][C@@H:9]([NH:14]C(C2C=CC=CC=2)(C2C=CC=CC=2)C2C=CC=CC=2)[C:10]([O:12]C)=[O:11])=[CH:5][CH:4]=1.Cl.[CH3:51][C:50]([O:49][C:47](O[C:47]([O:49][C:50]([CH3:53])([CH3:52])[CH3:51])=[O:48])=[O:48])([CH3:53])[CH3:52], predict the reaction product. The product is: [C:50]([O:49][C:47]([NH:14][C@H:9]([CH2:8][O:7][C:6]1[CH:34]=[CH:35][C:3]([C:2]([F:1])([F:36])[F:37])=[CH:4][CH:5]=1)[C:10]([OH:12])=[O:11])=[O:48])([CH3:51])([CH3:52])[CH3:53]. (3) Given the reactants [NH2:1][CH2:2][CH2:3][C:4]1[N:5]([CH2:18][CH2:19][CH3:20])[N:6]=[C:7]2[C:16]=1[C:15]1[CH:14]=[CH:13][CH:12]=[CH:11][C:10]=1[N:9]=[C:8]2[NH2:17].C(N(CC)C(C)C)(C)C.[Cl:30][CH2:31][CH2:32][CH2:33][S:34](Cl)(=[O:36])=[O:35].CN1CCCC1=O, predict the reaction product. The product is: [NH2:17][C:8]1[C:7]2=[N:6][N:5]([CH2:18][CH2:19][CH3:20])[C:4]([CH2:3][CH2:2][NH:1][S:34]([CH2:33][CH2:32][CH2:31][Cl:30])(=[O:36])=[O:35])=[C:16]2[C:15]2[CH:14]=[CH:13][CH:12]=[CH:11][C:10]=2[N:9]=1. (4) Given the reactants [CH3:1][O:2][C:3](=[O:12])[CH2:4][C:5]1[CH:6]=[C:7]([CH3:11])[CH:8]=[CH:9][CH:10]=1.[Br:13]N1C(=O)CCC1=O.C([O-])(O)=O.[Na+], predict the reaction product. The product is: [CH3:1][O:2][C:3](=[O:12])[CH2:4][C:5]1[CH:10]=[CH:9][CH:8]=[C:7]([CH2:11][Br:13])[CH:6]=1. (5) Given the reactants [Cl:1][C:2]1[N:3]=[C:4]([N:13]2[CH2:18][CH2:17][O:16][CH2:15][CH2:14]2)[C:5]2[CH:10]=[C:9]([CH:11]=O)[S:8][C:6]=2[N:7]=1.[NH:19]1[CH2:23][CH2:22][CH:21]([OH:24])[CH2:20]1.CC(O)=O.[BH-](OC(C)=O)(OC(C)=O)OC(C)=O.[Na+], predict the reaction product. The product is: [Cl:1][C:2]1[N:3]=[C:4]([N:13]2[CH2:18][CH2:17][O:16][CH2:15][CH2:14]2)[C:5]2[CH:10]=[C:9]([CH2:11][N:19]3[CH2:23][CH2:22][CH:21]([OH:24])[CH2:20]3)[S:8][C:6]=2[N:7]=1. (6) Given the reactants [CH:1]([N:3]1[CH2:8][CH2:7][N:6]([CH2:9][CH2:10]O)[CH2:5][CH2:4]1)=[O:2].[F:12][C:13]1[C:22]([F:23])=[CH:21][C:16]2[N:17]=[C:18]([SH:20])[NH:19][C:15]=2[CH:14]=1.C(N(C(C)C)CC)(C)C.[I-].C(C[P+](C)(C)C)#N, predict the reaction product. The product is: [F:23][C:22]1[C:13]([F:12])=[CH:14][C:15]2[N:19]=[C:18]([S:20][CH2:10][CH2:9][N:6]3[CH2:7][CH2:8][N:3]([CH:1]=[O:2])[CH2:4][CH2:5]3)[NH:17][C:16]=2[CH:21]=1. (7) Given the reactants C(OC([NH:11][C@H:12]([C:24]1[CH:29]=[CH:28][CH:27]=[CH:26][CH:25]=1)[C:13]([NH:15][CH2:16][C:17]([O:19][C:20]([CH3:23])([CH3:22])[CH3:21])=[O:18])=[O:14])=O)C1C=CC=CC=1, predict the reaction product. The product is: [NH2:11][C@H:12]([C:24]1[CH:25]=[CH:26][CH:27]=[CH:28][CH:29]=1)[C:13]([NH:15][CH2:16][C:17]([O:19][C:20]([CH3:22])([CH3:23])[CH3:21])=[O:18])=[O:14]. (8) Given the reactants [OH:1][C:2]1[CH:9]=[CH:8][C:5]([CH:6]=[O:7])=[CH:4][CH:3]=1.[S:10](O[S:10]([C:13]([F:16])([F:15])[F:14])(=[O:12])=[O:11])([C:13]([F:16])([F:15])[F:14])(=[O:12])=[O:11].CC(=CC)C.P([O-])(O)(O)=[O:31].[Na+].[O-]Cl=O.[Na+], predict the reaction product. The product is: [F:14][C:13]([F:16])([F:15])[S:10]([O:1][C:2]1[CH:9]=[CH:8][C:5]([C:6]([OH:31])=[O:7])=[CH:4][CH:3]=1)(=[O:12])=[O:11]. (9) Given the reactants [C:1]([O:5][C:6]([N:8]1[C:16]2[C:11](=[CH:12][CH:13]=[CH:14][C:15]=2[N:17]2[CH2:22][CH2:21][N:20]([C:23]([O:25][C:26]([CH3:29])([CH3:28])[CH3:27])=[O:24])[CH2:19][CH2:18]2)[C:10]([CH2:30][C:31]2[CH:36]=[CH:35][CH:34]=[CH:33][CH:32]=2)=[CH:9]1)=[O:7])([CH3:4])([CH3:3])[CH3:2].N[C@H](C(O)=O)C[SeH].[Li]CCCC.[CH3:49][S:50]C.O, predict the reaction product. The product is: [C:1]([O:5][C:6]([N:8]1[C:16]2[C:11](=[CH:12][CH:13]=[CH:14][C:15]=2[N:17]2[CH2:22][CH2:21][N:20]([C:23]([O:25][C:26]([CH3:28])([CH3:29])[CH3:27])=[O:24])[CH2:19][CH2:18]2)[C:10]([CH2:30][C:31]2[CH:32]=[CH:33][CH:34]=[CH:35][CH:36]=2)=[C:9]1[S:50][CH3:49])=[O:7])([CH3:2])([CH3:3])[CH3:4].